Task: Predict which catalyst facilitates the given reaction.. Dataset: Catalyst prediction with 721,799 reactions and 888 catalyst types from USPTO Reactant: [Cl:1][C:2]1[CH:3]=[CH:4][C:5]([N:11]=[CH:12][CH2:13][N+:14]([O-:16])=[O:15])=[C:6]([CH:10]=1)[C:7](O)=[O:8].C([O-])(=O)C.[K+]. Product: [Cl:1][C:2]1[CH:10]=[C:6]2[C:5](=[CH:4][CH:3]=1)[N:11]=[CH:12][C:13]([N+:14]([O-:16])=[O:15])=[C:7]2[OH:8]. The catalyst class is: 152.